This data is from Catalyst prediction with 721,799 reactions and 888 catalyst types from USPTO. The task is: Predict which catalyst facilitates the given reaction. (1) Reactant: [Cl:1][C:2]1[CH:35]=[CH:34][CH:33]=[CH:32][C:3]=1[O:4][C:5]1[CH2:9][N:8]([CH:10]([CH2:27][CH:28]([F:30])[F:29])[C:11]([NH:13][C:14]2[CH:18]=[CH:17][N:16]([CH2:19][C@@H:20]3[CH2:24][O:23]C(C)(C)[O:21]3)[N:15]=2)=[O:12])[C:7](=[O:31])[CH:6]=1.CO.O.C1(C)C=CC(S(O)(=O)=O)=CC=1. Product: [Cl:1][C:2]1[CH:35]=[CH:34][CH:33]=[CH:32][C:3]=1[O:4][C:5]1[CH2:9][N:8]([CH:10]([CH2:27][CH:28]([F:30])[F:29])[C:11]([NH:13][C:14]2[CH:18]=[CH:17][N:16]([CH2:19][C@@H:20]([OH:21])[CH2:24][OH:23])[N:15]=2)=[O:12])[C:7](=[O:31])[CH:6]=1. The catalyst class is: 4. (2) Reactant: [Si]([O:8][C@H:9](/[C:17](/[CH3:25])=[CH:18]/[C:19]1[N:20]=[C:21]([CH3:24])[S:22][CH:23]=1)[C@H:10]([CH3:16])/[CH:11]=[C:12](/[CH3:15])\[CH:13]=[CH2:14])(C(C)(C)C)(C)C.F. Product: [OH:8][C@H:9](/[C:17](/[CH3:25])=[CH:18]/[C:19]1[N:20]=[C:21]([CH3:24])[S:22][CH:23]=1)[C@H:10]([CH3:16])/[CH:11]=[C:12](/[CH3:15])\[CH:13]=[CH2:14]. The catalyst class is: 10. (3) Reactant: [CH2:1]([O:3][C:4](=[O:23])[CH2:5][N:6]1[C:14]2[C:9](=[CH:10][C:11]([O:15][Si](C(C)(C)C)(C)C)=[CH:12][CH:13]=2)[CH:8]=[CH:7]1)[CH3:2].O.[F-].C([N+](CCCC)(CCCC)CCCC)CCC. Product: [CH2:1]([O:3][C:4](=[O:23])[CH2:5][N:6]1[C:14]2[C:9](=[CH:10][C:11]([OH:15])=[CH:12][CH:13]=2)[CH:8]=[CH:7]1)[CH3:2]. The catalyst class is: 165. (4) Reactant: [Br:1][C:2]1[N:7]2[C:8]([CH3:18])=[N:9][C:10]([NH:11]C(=O)C(F)(F)F)=[C:6]2[CH:5]=[CH:4][CH:3]=1. Product: [Br:1][C:2]1[N:7]2[C:8]([CH3:18])=[N:9][C:10]([NH2:11])=[C:6]2[CH:5]=[CH:4][CH:3]=1. The catalyst class is: 547. (5) Reactant: [F:1][C:2]([F:38])([F:37])[C:3]1[CH:4]=[C:5]([C@H:13]2[O:17][C:16](=[O:18])[N:15]([CH2:19][C:20]3[CH:25]=[C:24]([O:26][C:27]([F:30])([F:29])[F:28])[CH:23]=[CH:22][C:21]=3[NH:31][CH2:32][CH:33]([CH3:35])[CH3:34])[C@H:14]2[CH3:36])[CH:6]=[C:7]([C:9]([F:12])([F:11])[F:10])[CH:8]=1.Cl[C:40]([O:42][CH3:43])=[O:41].C(N(C(C)C)C(C)C)C. Product: [F:38][C:2]([F:1])([F:37])[C:3]1[CH:4]=[C:5]([C@H:13]2[O:17][C:16](=[O:18])[N:15]([CH2:19][C:20]3[CH:25]=[C:24]([O:26][C:27]([F:28])([F:29])[F:30])[CH:23]=[CH:22][C:21]=3[N:31]([CH2:32][CH:33]([CH3:34])[CH3:35])[C:40](=[O:41])[O:42][CH3:43])[C@H:14]2[CH3:36])[CH:6]=[C:7]([C:9]([F:11])([F:10])[F:12])[CH:8]=1. The catalyst class is: 91. (6) Reactant: [CH3:1][O:2][C:3](=[O:16])[CH:4](P(OC)(OC)=O)[NH:5][C:6]([O:8][CH3:9])=[O:7].CC(C)=O.C(=O)=O.[O:24]1[CH2:29][CH2:28][CH:27]([CH:30]=O)[CH2:26][CH2:25]1. Product: [CH3:1][O:2][C:3](=[O:16])[C:4]([NH:5][C:6]([O:8][CH3:9])=[O:7])=[CH:30][CH:27]1[CH2:28][CH2:29][O:24][CH2:25][CH2:26]1. The catalyst class is: 49. (7) Reactant: [F:1][C:2]1[CH:3]=[CH:4][C:5]([OH:13])=[C:6]2[C:11]=1[C:10](=[O:12])[CH2:9][CH2:8][CH2:7]2.[F:14][C:15]([F:28])([F:27])[S:16](O[S:16]([C:15]([F:28])([F:27])[F:14])(=[O:18])=[O:17])(=[O:18])=[O:17].Cl. Product: [F:14][C:15]([F:28])([F:27])[S:16]([O:13][C:5]1[C:6]2[CH2:7][CH2:8][CH2:9][C:10](=[O:12])[C:11]=2[C:2]([F:1])=[CH:3][CH:4]=1)(=[O:18])=[O:17]. The catalyst class is: 17.